This data is from Full USPTO retrosynthesis dataset with 1.9M reactions from patents (1976-2016). The task is: Predict the reactants needed to synthesize the given product. Given the product [BrH:9].[NH2:2][C@@H:3]([CH2:7][CH2:6][Br:9])[C:4]([OH:5])=[O:8], predict the reactants needed to synthesize it. The reactants are: Cl.[NH2:2][C@H:3]1[CH2:7][CH2:6][O:5][C:4]1=[O:8].[BrH:9].